The task is: Predict the product of the given reaction.. This data is from Forward reaction prediction with 1.9M reactions from USPTO patents (1976-2016). (1) Given the reactants [CH2:1]([O:8][C:9]1[CH:10]=[C:11]2[C:16](=[CH:17][CH:18]=1)[CH2:15][CH:14]([CH:19]([O:25][Si:26]([C:29]([CH3:32])([CH3:31])[CH3:30])([CH3:28])[CH3:27])[C:20]1[O:21][CH:22]=[CH:23][N:24]=1)[CH2:13][CH2:12]2)[C:2]1[CH:7]=[CH:6][CH:5]=[CH:4][CH:3]=1.[Li]CCCC.N#C[C:40](=[O:43])[O:41][CH3:42], predict the reaction product. The product is: [CH2:1]([O:8][C:9]1[CH:10]=[C:11]2[C:16](=[CH:17][CH:18]=1)[CH2:15][CH:14]([CH:19]([O:25][Si:26]([C:29]([CH3:32])([CH3:31])[CH3:30])([CH3:27])[CH3:28])[C:20]1[O:21][C:22]([C:40]([O:41][CH3:42])=[O:43])=[CH:23][N:24]=1)[CH2:13][CH2:12]2)[C:2]1[CH:7]=[CH:6][CH:5]=[CH:4][CH:3]=1. (2) Given the reactants [C:1]([CH2:14][CH2:15]CO)(=[O:13])[CH2:2][CH2:3][CH2:4][CH2:5][CH2:6][CH2:7][CH2:8][CH2:9][CH2:10][CH2:11][CH3:12].[C:18]1(=O)OC(=O)C=C1.OS([O-])=O.[Na+].[OH-:30].[Na+].[S:32]([CH:36]([CH2:40][C:41]([O-:43])=[O:42])[C:37]([O-:39])=[O:38])([OH:35])(=[O:34])=[O:33], predict the reaction product. The product is: [S:32]([CH:36]([CH2:40][C:41]([OH:43])=[O:42])[C:37]([OH:39])=[O:38])([OH:35])(=[O:34])=[O:33].[CH2:2]([C:1]([OH:13])([OH:30])[CH2:14][CH3:15])[CH2:3][CH2:4][CH2:5][CH2:6][CH2:7][CH2:8][CH2:9][CH2:10][CH2:11][CH2:12][CH3:18]. (3) Given the reactants [CH3:1][N:2]1[C:7]2=[CH:8][NH:9][C:10]([C:11]3C=C(C=CC=3)C#N)=[C:6]2[C:5](=[O:19])[N:4]([CH3:20])[C:3]1=[O:21].IC1[S:24][CH:25]=[C:26]([CH3:28])[N:27]=1, predict the reaction product. The product is: [CH3:1][N:2]1[C:7]2=[CH:8][NH:9][C:10]([C:11]3[S:24][CH:25]=[C:26]([CH3:28])[N:27]=3)=[C:6]2[C:5](=[O:19])[N:4]([CH3:20])[C:3]1=[O:21]. (4) Given the reactants [CH3:1][C:2]1[S:3][C:4]([C:9]#[C:10][Si](C)(C)C)=[C:5]([C:7]#[N:8])[N:6]=1.[CH3:15][O-:16].[Na+].[CH3:18][OH:19], predict the reaction product. The product is: [CH3:15][O:16][CH:10]([O:19][CH3:18])[CH2:9][C:4]1[S:3][C:2]([CH3:1])=[N:6][C:5]=1[C:7]#[N:8]. (5) Given the reactants [CH3:1][NH2:2].[CH2:3]([O:10][C:11]1[CH:12]=[C:13]([C:19]2([CH:22]=O)[CH2:21][CH2:20]2)[CH:14]=[CH:15][C:16]=1[O:17][CH3:18])[C:4]1[CH:9]=[CH:8][CH:7]=[CH:6][CH:5]=1.[O-]S([O-])(=O)=O.[Mg+2], predict the reaction product. The product is: [CH2:3]([O:10][C:11]1[CH:12]=[C:13]([C:19]2(/[CH:22]=[CH:1]/[NH2:2])[CH2:20][CH2:21]2)[CH:14]=[CH:15][C:16]=1[O:17][CH3:18])[C:4]1[CH:5]=[CH:6][CH:7]=[CH:8][CH:9]=1. (6) Given the reactants CS[C:3]1[NH:8][C:7](=[O:9])[CH:6]=[CH:5][N:4]=1.[NH2:10][C:11]1[CH:12]=[N:13][N:14]([C:16]([CH3:23])([CH3:22])[C:17]([O:19][CH2:20][CH3:21])=[O:18])[CH:15]=1.O, predict the reaction product. The product is: [CH3:23][C:16]([N:14]1[CH:15]=[C:11]([NH:10][C:3]2[NH:8][C:7](=[O:9])[CH:6]=[CH:5][N:4]=2)[CH:12]=[N:13]1)([CH3:22])[C:17]([O:19][CH2:20][CH3:21])=[O:18]. (7) Given the reactants [C:1]([O:5][C:6](=[O:23])[NH:7][C:8]1([CH:21]=O)[CH2:12][CH2:11][CH2:10][CH:9]1[O:13][Si:14]([C:17]([CH3:20])([CH3:19])[CH3:18])([CH3:16])[CH3:15])([CH3:4])([CH3:3])[CH3:2].[NH2:24][C:25]1[CH:32]=[CH:31][C:28]([C:29]#[N:30])=[C:27]([Cl:33])[C:26]=1[CH3:34].CC(O)=O.[BH3-]C#N.[Na+], predict the reaction product. The product is: [C:1]([O:5][C:6](=[O:23])[NH:7][C:8]1([CH2:21][NH:24][C:25]2[CH:32]=[CH:31][C:28]([C:29]#[N:30])=[C:27]([Cl:33])[C:26]=2[CH3:34])[CH2:12][CH2:11][CH2:10][CH:9]1[O:13][Si:14]([C:17]([CH3:19])([CH3:18])[CH3:20])([CH3:15])[CH3:16])([CH3:3])([CH3:4])[CH3:2]. (8) Given the reactants [H-].[Na+].C[O:4]CBr.[Br:7][C:8]1[CH:36]=[CH:35][C:34]([F:37])=[CH:33][C:9]=1[O:10][CH:11]1[CH2:16][CH2:15][N:14]([C:17]2[S:18][C:19]3[C:24](=[O:25])[NH:23][C:22]([CH2:26][CH2:27][C:28]([O:30]C)=[O:29])=[N:21][C:20]=3[N:32]=2)[CH2:13][CH2:12]1, predict the reaction product. The product is: [Br:7][C:8]1[CH:36]=[CH:35][C:34]([F:37])=[CH:33][C:9]=1[O:10][CH:11]1[CH2:16][CH2:15][N:14]([C:17]2[S:18][C:19]3[C:24](=[O:25])[NH:23][C:22]([CH2:26][CH:27]([OH:4])[C:28]([OH:30])=[O:29])=[N:21][C:20]=3[N:32]=2)[CH2:13][CH2:12]1. (9) Given the reactants Cl.[NH:2]1[CH2:7][CH2:6][CH:5]([CH2:8][CH2:9][N:10]2[CH2:20][C:19]3[N:21]4[C:12](=[CH:13][N:14]=[C:15]4[CH:16]=[CH:17][CH:18]=3)[C:11]2=[O:22])[CH2:4][CH2:3]1.C1CCN2C(=NCCC2)CC1.C(N(CC)CC)C.[F:41][C:42]([F:55])([F:54])[S:43](O[S:43]([C:42]([F:55])([F:54])[F:41])(=[O:45])=[O:44])(=[O:45])=[O:44], predict the reaction product. The product is: [F:41][C:42]([F:55])([F:54])[S:43]([N:2]1[CH2:7][CH2:6][CH:5]([CH2:8][CH2:9][N:10]2[CH2:20][C:19]3[N:21]4[C:12](=[CH:13][N:14]=[C:15]4[CH:16]=[CH:17][CH:18]=3)[C:11]2=[O:22])[CH2:4][CH2:3]1)(=[O:45])=[O:44]. (10) The product is: [OH:30][C@@H:16]1[CH2:15][C@H:14]([OH:31])[C@H:13]([CH2:12]/[CH:11]=[CH:10]\[CH2:9][CH2:8][CH2:7][C:5]([O:4][CH3:2])=[O:6])[C@H:17]1[CH2:18][CH2:19][C@@H:20]([OH:29])[CH2:21][CH2:22][C:23]1[CH:24]=[CH:25][CH:26]=[CH:27][CH:28]=1. Given the reactants C[CH:2]([O:4][C:5]([CH2:7][CH2:8][CH2:9]/[CH:10]=[CH:11]\[CH2:12][C@@H:13]1[C@@H:17]([CH2:18][CH2:19][C@@H:20]([OH:29])[CH2:21][CH2:22][C:23]2[CH:28]=[CH:27][CH:26]=[CH:25][CH:24]=2)[C@H:16]([OH:30])[CH2:15][C@@H:14]1[OH:31])=[O:6])C, predict the reaction product.